Task: Predict which catalyst facilitates the given reaction.. Dataset: Catalyst prediction with 721,799 reactions and 888 catalyst types from USPTO (1) Reactant: [F:1][C:2]1[CH:7]=[CH:6][C:5]([C:8]2[CH:16]=[C:15]3[C:11]([CH2:12][C:13](=[O:17])[NH:14]3)=[CH:10][CH:9]=2)=[CH:4][CH:3]=1.[N:18]1([CH2:24][CH2:25][CH2:26][C:27]2[C:28]3[CH2:38][CH2:37][CH2:36][CH2:35][CH2:34][C:29]=3[NH:30][C:31]=2[CH:32]=O)[CH2:23][CH2:22][O:21][CH2:20][CH2:19]1.N1CCCCC1. Product: [F:1][C:2]1[CH:3]=[CH:4][C:5]([C:8]2[CH:16]=[C:15]3[C:11](/[C:12](=[CH:32]/[C:31]4[NH:30][C:29]5[CH2:34][CH2:35][CH2:36][CH2:37][CH2:38][C:28]=5[C:27]=4[CH2:26][CH2:25][CH2:24][N:18]4[CH2:19][CH2:20][O:21][CH2:22][CH2:23]4)/[C:13](=[O:17])[NH:14]3)=[CH:10][CH:9]=2)=[CH:6][CH:7]=1. The catalyst class is: 8. (2) Reactant: C[O:2][C:3]([C:5]1[C:10]2[C:11]3[CH:12]=[N:13][CH:14]=[CH:15][C:16]=3[O:17][C:9]=2[C:8]([O:18][CH:19]([F:21])[F:20])=[CH:7][CH:6]=1)=[O:4].[OH-].[Na+].C(O)(=O)C. Product: [F:21][CH:19]([F:20])[O:18][C:8]1[C:9]2[O:17][C:16]3[CH:15]=[CH:14][N:13]=[CH:12][C:11]=3[C:10]=2[C:5]([C:3]([OH:4])=[O:2])=[CH:6][CH:7]=1. The catalyst class is: 24.